From a dataset of Reaction yield outcomes from USPTO patents with 853,638 reactions. Predict the reaction yield, written as a fraction of the theoretical maximum amount of product (1.0 means a 100% yield; for example, 0.34 means a 34% yield). (1) The reactants are [Br:1][C:2]1[CH:11]=[CH:10][CH:9]=[C:8]2[C:3]=1[CH:4]=[CH:5][CH:6]=[C:7]2C(O)=O.CC[N:17]([CH2:20]C)CC.C1C=CC(P(N=[N+]=[N-])(C2C=CC=CC=2)=[O:29])=CC=1.[CH3:39][C:40]([OH:43])([CH3:42])[CH3:41]. The product is [C:40]([O:43][C:20](=[O:29])[NH:17][C:7]1[C:8]2[C:3](=[C:2]([Br:1])[CH:11]=[CH:10][CH:9]=2)[CH:4]=[CH:5][CH:6]=1)([CH3:42])([CH3:41])[CH3:39]. No catalyst specified. The yield is 0.650. (2) The reactants are [CH3:1][N:2]1[CH:6]=[C:5]([C:7]2[N:12]=[C:11]([C:13]3[CH:14]=[N:15][NH:16][CH:17]=3)[N:10]3[CH:18]=[CH:19][N:20]=[C:9]3[CH:8]=2)[CH:4]=[N:3]1.[CH3:21][CH:22]([CH:24]1[CH2:26][CH2:25]1)O.C1(P(C2C=CC=CC=2)C2C=CC=CC=2)C=CC=CC=1.N(C(OCC)=O)=NC(OCC)=O. The catalyst is C1COCC1. The product is [CH:24]1([CH:22]([N:15]2[CH:14]=[C:13]([C:11]3[N:10]4[CH:18]=[CH:19][N:20]=[C:9]4[CH:8]=[C:7]([C:5]4[CH:4]=[N:3][N:2]([CH3:1])[CH:6]=4)[N:12]=3)[CH:17]=[N:16]2)[CH3:21])[CH2:26][CH2:25]1. The yield is 0.333. (3) The yield is 0.950. The catalyst is C(Cl)Cl. The reactants are [Br:1][C:2]1[C:3]([CH2:10][OH:11])=[N:4][C:5]([O:8][CH3:9])=[CH:6][CH:7]=1.C(N(C(C)C)CC)(C)C.[CH3:21][O:22][CH2:23]Cl.CO. The product is [Br:1][C:2]1[C:3]([CH2:10][O:11][CH2:21][O:22][CH3:23])=[N:4][C:5]([O:8][CH3:9])=[CH:6][CH:7]=1.